From a dataset of Forward reaction prediction with 1.9M reactions from USPTO patents (1976-2016). Predict the product of the given reaction. (1) Given the reactants [Cl:1][C:2]1[CH:7]=[CH:6][N:5]=[C:4]2[NH:8][N:9]=[C:10]([I:11])[C:3]=12.C([O-])([O-])=O.[K+].[K+].Cl[CH2:19][C:20]1[CH:25]=[CH:24][C:23]([O:26][CH3:27])=[CH:22][CH:21]=1, predict the reaction product. The product is: [Cl:1][C:2]1[CH:7]=[CH:6][N:5]=[C:4]2[N:8]([CH2:19][C:20]3[CH:25]=[CH:24][C:23]([O:26][CH3:27])=[CH:22][CH:21]=3)[N:9]=[C:10]([I:11])[C:3]=12. (2) Given the reactants S(Cl)(Cl)=O.[CH3:5]O.[OH:7][C:8]1[CH:18]=[CH:17][C:11]([CH:12]=[CH:13][C:14]([OH:16])=[O:15])=[CH:10][CH:9]=1, predict the reaction product. The product is: [OH:7][C:8]1[CH:9]=[CH:10][C:11]([CH:12]=[CH:13][C:14]([O:16][CH3:5])=[O:15])=[CH:17][CH:18]=1.